Dataset: Full USPTO retrosynthesis dataset with 1.9M reactions from patents (1976-2016). Task: Predict the reactants needed to synthesize the given product. Given the product [ClH:1].[CH3:2][NH:3][C@H:4]1[CH2:13][CH2:12][C:11]2[C:6](=[CH:7][CH:8]=[CH:9][C:10]=2[C:14]2[C:15]([CH3:21])=[N:16][N:17]([CH3:20])[C:18]=2[CH3:19])[CH2:5]1, predict the reactants needed to synthesize it. The reactants are: [ClH:1].[CH3:2][NH:3][C@H:4]1[CH2:13][CH2:12][C:11]2[C:6](=[CH:7][CH:8]=[CH:9][C:10]=2[C:14]2[C:15]([CH3:21])=[N:16][N:17]([CH3:20])[C:18]=2[CH3:19])[CH2:5]1.